Dataset: Forward reaction prediction with 1.9M reactions from USPTO patents (1976-2016). Task: Predict the product of the given reaction. (1) Given the reactants S(Cl)([Cl:3])=O.[N:5]1[CH:10]=[CH:9][CH:8]=[C:7]([CH2:11][CH2:12][CH2:13][CH2:14][CH2:15][CH2:16][CH2:17]O)[CH:6]=1.C(=O)([O-])[O-].[K+].[K+], predict the reaction product. The product is: [Cl:3][CH2:17][CH2:16][CH2:15][CH2:14][CH2:13][CH2:12][CH2:11][C:7]1[CH:6]=[N:5][CH:10]=[CH:9][CH:8]=1. (2) The product is: [CH3:22][C:2]([CH3:1])([O:4][C:5]([NH:7][C@H:8]([CH2:13][C:14]1[CH:19]=[C:18]([F:20])[CH:17]=[CH:16][C:15]=1[F:21])[CH2:9][C:10]([N:32]1[CH2:31][CH2:30][N:29]2[C:25]([C:24]([F:35])([F:23])[F:34])=[N:26][N:27]=[C:28]2[CH2:33]1)=[O:12])=[O:6])[CH3:3]. Given the reactants [CH3:1][C:2]([CH3:22])([O:4][C:5]([NH:7][C@H:8]([CH2:13][C:14]1[CH:19]=[C:18]([F:20])[CH:17]=[CH:16][C:15]=1[F:21])[CH2:9][C:10]([OH:12])=O)=[O:6])[CH3:3].[F:23][C:24]([F:35])([F:34])[C:25]1[N:29]2[CH2:30][CH2:31][NH:32][CH2:33][C:28]2=[N:27][N:26]=1, predict the reaction product. (3) Given the reactants [C@@H:1]12[N:8]([C:9]3[CH:18]=[N:17][C:16]4[C:11](=[CH:12][CH:13]=[CH:14][CH:15]=4)[N:10]=3)[CH2:7][C@@H:6]1[CH2:5][CH2:4][NH:3][CH2:2]2.C1(C2C=CN=C(N3C4C(CCNC4)C3)N=2)C=CC=CC=1.[CH3:39][C:40]1[CH:45]=[C:44]([CH3:46])[CH:43]=[CH:42][C:41]=1[S:47](Cl)(=[O:49])=[O:48].CC1C=CC(C)=CC=1S(Cl)(=O)=O, predict the reaction product. The product is: [CH3:39][C:40]1[CH:45]=[C:44]([CH3:46])[CH:43]=[CH:42][C:41]=1[S:47]([N:3]1[CH2:4][CH2:5][C@@H:6]2[C@@H:1]([N:8]([C:9]3[CH:18]=[N:17][C:16]4[C:11](=[CH:12][CH:13]=[CH:14][CH:15]=4)[N:10]=3)[CH2:7]2)[CH2:2]1)(=[O:48])=[O:49]. (4) Given the reactants [CH3:1][O:2][C:3]1[CH:11]=[CH:10][CH:9]=[CH:8][C:4]=1[C:5](Cl)=[O:6].O[NH:13][C:14]([CH2:16][CH2:17][CH2:18][CH2:19][C:20]([O:22][CH3:23])=[O:21])=[NH:15], predict the reaction product. The product is: [CH3:1][O:2][C:3]1[CH:11]=[CH:10][CH:9]=[CH:8][C:4]=1[C:5]1[O:6][N:15]=[C:14]([CH2:16][CH2:17][CH2:18][CH2:19][C:20]([O:22][CH3:23])=[O:21])[N:13]=1.